Dataset: Catalyst prediction with 721,799 reactions and 888 catalyst types from USPTO. Task: Predict which catalyst facilitates the given reaction. (1) Reactant: [Cl:1][C:2]1[CH:7]=[CH:6][CH:5]=[C:4]([Cl:8])[C:3]=1[CH2:9][S:10]([C:13]1[CH:14]=[C:15]2[C:19](=[CH:20][CH:21]=1)[NH:18][C:17](=[O:22])[CH2:16]2)(=[O:12])=[O:11].[OH:23][CH:24]1[CH2:29][CH2:28][N:27]([CH2:30][C:31]2[C:32]([CH3:39])=[C:33]([CH:37]=O)[NH:34][C:35]=2[CH3:36])[CH2:26][CH2:25]1.N1CCCCC1. Product: [Cl:8][C:4]1[CH:5]=[CH:6][CH:7]=[C:2]([Cl:1])[C:3]=1[CH2:9][S:10]([C:13]1[CH:14]=[C:15]2[C:19](=[CH:20][CH:21]=1)[NH:18][C:17](=[O:22])/[C:16]/2=[CH:37]\[C:33]1[NH:34][C:35]([CH3:36])=[C:31]([CH2:30][N:27]2[CH2:26][CH2:25][CH:24]([OH:23])[CH2:29][CH2:28]2)[C:32]=1[CH3:39])(=[O:12])=[O:11]. The catalyst class is: 8. (2) Reactant: [Cl:1][C:2]1[CH:7]=[CH:6][C:5]([OH:8])=[C:4]([C:9]#[N:10])[CH:3]=1.[H-].[Na+].Br[CH2:14][C:15]([O:17][CH2:18][CH3:19])=[O:16].Cl. Product: [Cl:1][C:2]1[CH:7]=[CH:6][C:5]([O:8][CH2:14][C:15]([O:17][CH2:18][CH3:19])=[O:16])=[C:4]([C:9]#[N:10])[CH:3]=1. The catalyst class is: 42. (3) Reactant: [N+:1]([C:4]1[CH:14]=[CH:13][C:7]([CH:8]=[CH:9][C:10](O)=[O:11])=[CH:6][CH:5]=1)([O-:3])=[O:2].C(OCC)(=O)C.S(Cl)([Cl:23])=O.Cl. Product: [N+:1]([C:4]1[CH:14]=[CH:13][C:7]([CH:8]=[CH:9][C:10]([Cl:23])=[O:11])=[CH:6][CH:5]=1)([O-:3])=[O:2]. The catalyst class is: 3.